Dataset: Catalyst prediction with 721,799 reactions and 888 catalyst types from USPTO. Task: Predict which catalyst facilitates the given reaction. (1) Reactant: [CH2:1]([O:3][C:4](=[O:47])[CH2:5][CH2:6][CH2:7][O:8][C:9]1[CH:14]=[CH:13][CH:12]=[C:11]([CH2:15][CH2:16][CH2:17][CH2:18][CH2:19][CH2:20][O:21][C:22]2[CH:23]=[C:24]([C:30]3[CH:35]=[CH:34][C:33]([S:36]([CH3:39])(=[O:38])=[O:37])=[CH:32][CH:31]=3)[CH:25]=[C:26]([CH2:28][OH:29])[CH:27]=2)[C:10]=1[CH2:40][CH2:41][C:42]([O:44][CH2:45][CH3:46])=[O:43])[CH3:2].[H-].[Na+].I[CH3:51]. Product: [CH2:1]([O:3][C:4](=[O:47])[CH2:5][CH2:6][CH2:7][O:8][C:9]1[CH:14]=[CH:13][CH:12]=[C:11]([CH2:15][CH2:16][CH2:17][CH2:18][CH2:19][CH2:20][O:21][C:22]2[CH:23]=[C:24]([C:30]3[CH:35]=[CH:34][C:33]([S:36]([CH3:39])(=[O:38])=[O:37])=[CH:32][CH:31]=3)[CH:25]=[C:26]([CH2:28][O:29][CH3:51])[CH:27]=2)[C:10]=1[CH2:40][CH2:41][C:42]([O:44][CH2:45][CH3:46])=[O:43])[CH3:2]. The catalyst class is: 3. (2) Reactant: O[C:2]1[CH:11]=[C:10]2[C:5]([C:6]([C:13]3[CH:18]=[CH:17][CH:16]=[CH:15][CH:14]=3)=[CH:7][C:8](=[O:12])[O:9]2)=[CH:4][CH:3]=1.[Br-:19].[Br-].C1(P(C2C=CC=CC=2)C2C=CC=CC=2)C=CC=CC=1. Product: [Br:19][C:2]1[CH:11]=[C:10]2[C:5]([C:6]([C:13]3[CH:18]=[CH:17][CH:16]=[CH:15][CH:14]=3)=[CH:7][C:8](=[O:12])[O:9]2)=[CH:4][CH:3]=1. The catalyst class is: 4. (3) Reactant: [H-].[Na+].[CH:3]([N:6]1[C:14]2[C:9](=[CH:10][C:11]([OH:15])=[CH:12][CH:13]=2)[CH:8]=[N:7]1)([CH3:5])[CH3:4].[Cl:16][C:17]1[C:18](F)=[CH:19][C:20]([F:30])=[C:21]([CH:29]=1)[C:22]([NH:24][S:25]([CH3:28])(=[O:27])=[O:26])=[O:23]. The catalyst class is: 1. Product: [Cl:16][C:17]1[C:18]([O:15][C:11]2[CH:10]=[C:9]3[C:14](=[CH:13][CH:12]=2)[N:6]([CH:3]([CH3:5])[CH3:4])[N:7]=[CH:8]3)=[CH:19][C:20]([F:30])=[C:21]([CH:29]=1)[C:22]([NH:24][S:25]([CH3:28])(=[O:26])=[O:27])=[O:23]. (4) Reactant: [I:1][C:2]1[CH:3]=[C:4]([OH:8])[CH:5]=[CH:6][CH:7]=1.C([O-])([O-])=O.[Cs+].[Cs+].Br[CH:16]1[CH2:19][CH2:18][CH2:17]1. Product: [CH:16]1([O:8][C:4]2[CH:5]=[CH:6][CH:7]=[C:2]([I:1])[CH:3]=2)[CH2:19][CH2:18][CH2:17]1. The catalyst class is: 23. (5) Reactant: [O:1]1CCO[CH:2]1[C:6]1[CH:7]=[C:8]2[CH:14]=[CH:13][NH:12][C:9]2=[CH:10][N:11]=1.C1(C)C=CC(S(O)(=O)=O)=CC=1. Product: [NH:12]1[C:9]2=[CH:10][N:11]=[C:6]([CH:2]=[O:1])[CH:7]=[C:8]2[CH:14]=[CH:13]1. The catalyst class is: 10. (6) Reactant: Cl[C:2]1[N:28](COCC[Si](C)(C)C)[C:5]2=[C:6]3[C:11](=[C:12]4[CH:17]=[C:16]([F:18])[CH:15]=[CH:14][C:13]4=[C:4]2[N:3]=1)[C:10](=[O:19])[N:9](COCC[Si](C)(C)C)[CH:8]=[CH:7]3.[CH:37]1[CH:42]=[N:41][CH:40]=[C:39]([CH2:43][NH2:44])[CH:38]=1. Product: [F:18][C:16]1[CH:15]=[CH:14][C:13]2=[C:4]3[N:3]=[C:2]([NH:44][CH2:43][C:39]4[CH:40]=[N:41][CH:42]=[CH:37][CH:38]=4)[NH:28][C:5]3=[C:6]3[C:11]([C:10](=[O:19])[NH:9][CH:8]=[CH:7]3)=[C:12]2[CH:17]=1. The catalyst class is: 6.